Dataset: Full USPTO retrosynthesis dataset with 1.9M reactions from patents (1976-2016). Task: Predict the reactants needed to synthesize the given product. (1) Given the product [F:21][C:22]1[CH:23]=[CH:24][C:25]([N:28]2[C:32]3[N:33]=[CH:34][N:35]([CH2:38][C:39]4([OH:45])[CH2:44][CH2:43][N:42]([C:7]([Cl:10])=[O:6])[CH2:41][CH2:40]4)[C:36](=[O:37])[C:31]=3[CH:30]=[N:29]2)=[CH:26][CH:27]=1, predict the reactants needed to synthesize it. The reactants are: ClC(Cl)(OC(=O)[O:6][C:7]([Cl:10])(Cl)Cl)Cl.C(N(CC)CC)C.Cl.[F:21][C:22]1[CH:27]=[CH:26][C:25]([N:28]2[C:32]3[N:33]=[CH:34][N:35]([CH2:38][C:39]4([OH:45])[CH2:44][CH2:43][NH:42][CH2:41][CH2:40]4)[C:36](=[O:37])[C:31]=3[CH:30]=[N:29]2)=[CH:24][CH:23]=1. (2) Given the product [F:39][C:34]1[CH:35]=[CH:36][CH:37]=[CH:38][C:33]=1[C:23]1[O:22][C:18]2[N:19]=[CH:20][N:21]=[C:16]([O:15][C@@H:13]([CH3:14])[CH2:12][N:10]([CH3:11])[CH2:9][CH2:8][CH2:7][C:6]([OH:40])=[O:5])[C:17]=2[C:24]=1[C:25]1[CH:26]=[CH:27][C:28]([O:31][CH3:32])=[CH:29][CH:30]=1, predict the reactants needed to synthesize it. The reactants are: C([O:5][C:6](=[O:40])[CH2:7][CH2:8][CH2:9][N:10]([CH2:12][C@@H:13]([O:15][C:16]1[C:17]2[C:24]([C:25]3[CH:30]=[CH:29][C:28]([O:31][CH3:32])=[CH:27][CH:26]=3)=[C:23]([C:33]3[CH:38]=[CH:37][CH:36]=[CH:35][C:34]=3[F:39])[O:22][C:18]=2[N:19]=[CH:20][N:21]=1)[CH3:14])[CH3:11])(C)(C)C. (3) Given the product [CH2:11]([O:10][Si:9]([CH2:14][N:1]1[CH2:6][CH2:5][NH:4][CH2:3][CH2:2]1)([CH3:13])[CH3:8])[CH3:12], predict the reactants needed to synthesize it. The reactants are: [NH:1]1[CH2:6][CH2:5][NH:4][CH2:3][CH2:2]1.Cl[CH2:8][Si:9]([CH3:14])([CH3:13])[O:10][CH2:11][CH3:12].[SiH4]. (4) The reactants are: [OH:1][C@H:2]1[CH2:6][NH:5][C@H:4]([C:7]([OH:9])=[O:8])[CH2:3]1.Cl[C:11]([O:13][CH2:14][C:15]1[CH:20]=[CH:19][CH:18]=[CH:17][CH:16]=1)=[O:12]. Given the product [C:11]([N:5]1[CH2:6][C@H:2]([OH:1])[CH2:3][C@H:4]1[C:7]([OH:9])=[O:8])([O:13][CH2:14][C:15]1[CH:20]=[CH:19][CH:18]=[CH:17][CH:16]=1)=[O:12], predict the reactants needed to synthesize it. (5) Given the product [F:25][C:19]1[CH:18]=[C:17]([C@@H:9]2[CH2:8][C@H:7]([C:5]3[O:4][NH:3][C:2](=[O:1])[CH:6]=3)[CH2:12][CH2:11][NH:10]2)[CH:22]=[C:21]([F:23])[C:20]=1[F:24], predict the reactants needed to synthesize it. The reactants are: [O:1]=[C:2]1[CH:6]=[C:5]([C@@H:7]2[CH2:12][CH2:11][N:10](C(OC)=O)[C@H:9]([C:17]3[CH:22]=[C:21]([F:23])[C:20]([F:24])=[C:19]([F:25])[CH:18]=3)[CH2:8]2)[O:4][NH:3]1.Br.